Predict the reactants needed to synthesize the given product. From a dataset of Full USPTO retrosynthesis dataset with 1.9M reactions from patents (1976-2016). The reactants are: [CH3:1][CH:2]1[CH2:7][CH:6]([CH3:8])[CH2:5][C:4](=O)[CH2:3]1.[CH2:10]1CC2C(CC(CC2)=O)CC1. Given the product [CH3:1][CH:2]1[CH2:7][C:6](=[CH2:8])[CH2:5][CH:4]([CH3:10])[CH2:3]1, predict the reactants needed to synthesize it.